Dataset: Full USPTO retrosynthesis dataset with 1.9M reactions from patents (1976-2016). Task: Predict the reactants needed to synthesize the given product. (1) The reactants are: Cl[C:2]1[NH:7][C:6](=[O:8])[NH:5][C:4](=[O:9])[CH:3]=1.Br[CH2:11][C:12]1[CH:17]=[CH:16][C:15]([C:18]2[C:19]([C:24]#[N:25])=[CH:20][CH:21]=[CH:22][CH:23]=2)=[CH:14][C:13]=1[F:26].[C:27](=[O:30])([O-])[O-].[K+].[K+].[OH-].[Na+].[C:35]1(C)C=CC=C[CH:36]=1. Given the product [O:8]=[C:6]1[NH:5][C:4](=[O:9])[CH:3]=[C:2]([O:30][CH2:27][CH2:35][CH3:36])[N:7]1[CH2:11][C:12]1[CH:17]=[CH:16][C:15]([C:18]2[C:19]([C:24]#[N:25])=[CH:20][CH:21]=[CH:22][CH:23]=2)=[CH:14][C:13]=1[F:26], predict the reactants needed to synthesize it. (2) The reactants are: [F:1][C:2]([F:30])([F:29])[C@@H:3]([NH:20][C@H:21]([C:26](O)=[O:27])[CH2:22][CH:23]([CH3:25])[CH3:24])[C:4]1[CH:9]=[CH:8][C:7]([C:10]2[CH:15]=[CH:14][C:13]([S:16]([CH3:19])(=[O:18])=[O:17])=[CH:12][CH:11]=2)=[CH:6][CH:5]=1.[NH2:31][CH:32]1[CH2:38][CH2:37][CH2:36][N:35]([C:39]([O:41][CH2:42][C:43]2[CH:48]=[CH:47][CH:46]=[CH:45][CH:44]=2)=[O:40])[CH2:34][CH:33]1[OH:49].CCN(CC)CC.C([O-])(O)=O.[Na+].[OH-].[Na+]. Given the product [OH:49][CH:33]1[CH:32]([NH:31][C:26](=[O:27])[C@H:21]([CH2:22][CH:23]([CH3:24])[CH3:25])[NH:20][C@@H:3]([C:4]2[CH:5]=[CH:6][C:7]([C:10]3[CH:15]=[CH:14][C:13]([S:16]([CH3:19])(=[O:17])=[O:18])=[CH:12][CH:11]=3)=[CH:8][CH:9]=2)[C:2]([F:29])([F:30])[F:1])[CH2:38][CH2:37][CH2:36][N:35]([C:39]([O:41][CH2:42][C:43]2[CH:48]=[CH:47][CH:46]=[CH:45][CH:44]=2)=[O:40])[CH2:34]1, predict the reactants needed to synthesize it. (3) Given the product [C:1]([O:6][C@@H:7]1[C@@H:15]([CH2:16][CH2:17][O:18][CH3:30])[C:14](=[O:19])[O:13][CH2:12][C@H:11]([NH:20][C:21]([O:23][C:24]([CH3:26])([CH3:25])[CH3:27])=[O:22])[C:10](=[O:28])[O:9][C@H:8]1[CH3:29])(=[O:5])[CH:2]([CH3:4])[CH3:3], predict the reactants needed to synthesize it. The reactants are: [C:1]([O:6][C@@H:7]1[C@@H:15]([CH2:16][CH2:17][OH:18])[C:14](=[O:19])[O:13][CH2:12][C@H:11]([NH:20][C:21]([O:23][C:24]([CH3:27])([CH3:26])[CH3:25])=[O:22])[C:10](=[O:28])[O:9][C@H:8]1[CH3:29])(=[O:5])[CH:2]([CH3:4])[CH3:3].[CH3:30]N(C1C2C(N(C)C)=CC=CC=2C=CC=1)C.[O-]S([O-])(=O)=O.[Na+].[Na+].F[B-](F)(F)F.C[O+](C)C. (4) Given the product [CH3:1][C:2]1[C:6]([CH:7]([C:8]2[O:9][C:10]3[CH:16]=[CH:15][C:14]([CH2:17][C:18]([NH:20][CH:21]([C:28]4[CH:33]=[CH:32][C:31]([CH3:34])=[CH:30][C:29]=4[CH3:35])[C:22]4[CH:27]=[CH:26][CH:25]=[CH:24][CH:23]=4)=[O:19])=[CH:13][C:11]=3[CH:12]=2)[O:36][CH2:41][C:42]([OH:44])=[O:43])=[C:5]([CH3:37])[O:4][N:3]=1, predict the reactants needed to synthesize it. The reactants are: [CH3:1][C:2]1[C:6]([CH:7]([OH:36])[C:8]2[O:9][C:10]3[CH:16]=[CH:15][C:14]([CH2:17][C:18]([NH:20][CH:21]([C:28]4[CH:33]=[CH:32][C:31]([CH3:34])=[CH:30][C:29]=4[CH3:35])[C:22]4[CH:27]=[CH:26][CH:25]=[CH:24][CH:23]=4)=[O:19])=[CH:13][C:11]=3[CH:12]=2)=[C:5]([CH3:37])[O:4][N:3]=1.[H-].[Na+].Br[CH2:41][C:42]([O:44]CC)=[O:43].O. (5) Given the product [ClH:52].[C:8]([N:11]1[C:20]2[C:15](=[CH:16][C:17]([C:21]3[CH:22]=[CH:23][C:24]([CH2:27][CH2:28][NH:29][C:30]([O:32][C:33]([CH3:34])([CH3:35])[CH3:36])=[O:31])=[CH:25][CH:26]=3)=[CH:18][CH:19]=2)[C@H:14]([NH:37][C:38](=[O:43])[O:39][CH:40]([CH3:41])[CH3:42])[CH2:13][C@@H:12]1[CH3:44])(=[O:10])[CH3:9], predict the reactants needed to synthesize it. The reactants are: FC(F)(F)C(O)=O.[C:8]([N:11]1[C:20]2[C:15](=[CH:16][C:17]([C:21]3[CH:26]=[CH:25][C:24]([CH2:27][CH2:28][NH:29][C:30]([O:32][C:33]([CH3:36])([CH3:35])[CH3:34])=[O:31])=[CH:23][CH:22]=3)=[CH:18][CH:19]=2)[C@H:14]([NH:37][C:38](=[O:43])[O:39][CH:40]([CH3:42])[CH3:41])[CH2:13][C@@H:12]1[CH3:44])(=[O:10])[CH3:9].C1(C)C=CC=CC=1.[ClH:52]. (6) Given the product [Br:1][C:2]1[C:3]([NH:8][NH:9][C:12](=[S:13])[NH:11][CH3:10])=[N:4][CH:5]=[CH:6][CH:7]=1, predict the reactants needed to synthesize it. The reactants are: [Br:1][C:2]1[C:3]([NH:8][NH2:9])=[N:4][CH:5]=[CH:6][CH:7]=1.[CH3:10][N:11]=[C:12]=[S:13]. (7) The reactants are: C([Li])CCC.[C:6]([C:8]1[C:17]2[C:12](=[CH:13][CH:14]=[CH:15][CH:16]=2)[CH:11]=[CH:10][CH:9]=1)#[CH:7].CC(C)([O-])C.[K+].Br[CH2:25][CH2:26][CH2:27][CH2:28][CH2:29][CH3:30]. Given the product [C:6]([C:8]1[C:17]2[C:12](=[CH:13][CH:14]=[CH:15][CH:16]=2)[CH:11]=[CH:10][C:9]=1[CH2:25][CH2:26][CH2:27][CH2:28][CH2:29][CH3:30])#[CH:7], predict the reactants needed to synthesize it. (8) The reactants are: Cl.Cl.[O:3]1[C:12]2[C:7](=[CH:8][CH:9]=[CH:10][CH:11]=2)[C@H:6]([NH:13][C:14]([C@@H:16]2[CH2:21][N:20]3[CH2:22][CH2:23][CH2:24][C@H:19]3[CH2:18][NH:17]2)=[O:15])[CH2:5][CH2:4]1.C(OC([NH:35][C@@H:36]([CH:40]1[CH2:45][CH2:44][C:43]([F:47])([F:46])[CH2:42][CH2:41]1)[C:37](O)=[O:38])=O)C1C=CC=CC=1.C(N(CC)C(C)C)(C)C.F[P-](F)(F)(F)(F)F.N1(OC(N(C)C)=[N+](C)C)C2N=CC=CC=2N=N1. Given the product [NH2:35][C@@H:36]([CH:40]1[CH2:45][CH2:44][C:43]([F:46])([F:47])[CH2:42][CH2:41]1)[C:37]([N:17]1[C@H:16]([C:14]([NH:13][C@H:6]2[C:7]3[C:12](=[CH:11][CH:10]=[CH:9][CH:8]=3)[O:3][CH2:4][CH2:5]2)=[O:15])[CH2:21][N:20]2[CH2:22][CH2:23][CH2:24][C@H:19]2[CH2:18]1)=[O:38], predict the reactants needed to synthesize it.